Dataset: Catalyst prediction with 721,799 reactions and 888 catalyst types from USPTO. Task: Predict which catalyst facilitates the given reaction. (1) Product: [Cl:27][C:23]1[N:24]=[CH:25][NH:26][C:22]=1[C:20]([NH:19][CH2:18][C:13]1[CH:14]=[CH:15][C:16]([Cl:17])=[C:11]([O:10][C:4]2[CH:3]=[C:2]([C:29]#[C:30][CH3:31])[CH:7]=[C:6]([C:8]#[N:9])[CH:5]=2)[C:12]=1[F:28])=[O:21]. Reactant: Br[C:2]1[CH:3]=[C:4]([O:10][C:11]2[C:12]([F:28])=[C:13]([CH2:18][NH:19][C:20]([C:22]3[NH:26][CH:25]=[N:24][C:23]=3[Cl:27])=[O:21])[CH:14]=[CH:15][C:16]=2[Cl:17])[CH:5]=[C:6]([C:8]#[N:9])[CH:7]=1.[CH:29]#[C:30][CH3:31]. The catalyst class is: 356. (2) Product: [NH2:24]/[C:2](/[CH:12]([CH2:15][CH3:16])[CH2:13][CH3:14])=[C:3](/[C:10]#[N:11])\[C:4]([O:6][CH:7]([CH3:9])[CH3:8])=[O:5]. Reactant: O/[C:2](/[CH:12]([CH2:15][CH3:16])[CH2:13][CH3:14])=[C:3](/[C:10]#[N:11])\[C:4]([O:6][CH:7]([CH3:9])[CH3:8])=[O:5].O=P(Cl)(Cl)Cl.C([N:24](CC)CC)C. The catalyst class is: 2. (3) Reactant: [OH:1][CH2:2][C:3]1[CH:4]=[C:5]([CH:27]=[C:28]([C:30]([F:33])([F:32])[F:31])[CH:29]=1)[CH2:6][C:7]1[CH:8]=[C:9]2[C:13](=[CH:14][CH:15]=1)[CH:12]([NH:16]C(=O)OCC1C=CC=CC=1)[CH2:11][CH2:10]2. Product: [NH2:16][CH:12]1[C:13]2[C:9](=[CH:8][C:7]([CH2:6][C:5]3[CH:4]=[C:3]([CH2:2][OH:1])[CH:29]=[C:28]([C:30]([F:31])([F:32])[F:33])[CH:27]=3)=[CH:15][CH:14]=2)[CH2:10][CH2:11]1. The catalyst class is: 63. (4) Reactant: [CH3:1][O:2][C:3]1[CH:4]=[C:5]([NH:20][C:21]2[CH:26]=[C:25]([O:27][C:28]3[C:37]4[C:32](=[CH:33][CH:34]=[CH:35][CH:36]=4)[C:31]([NH:38]C(=O)OC(C)(C)C)=[CH:30][CH:29]=3)[CH:24]=[CH:23][N:22]=2)[CH:6]=[C:7]([O:9][CH2:10][CH2:11][O:12][CH2:13][CH2:14][O:15][CH2:16][CH2:17][O:18][CH3:19])[CH:8]=1.C(O)(C(F)(F)F)=O.C([O-])(O)=O.[Na+]. Product: [NH2:38][C:31]1[C:32]2[C:37](=[CH:36][CH:35]=[CH:34][CH:33]=2)[C:28]([O:27][C:25]2[CH:24]=[CH:23][N:22]=[C:21]([NH:20][C:5]3[CH:6]=[C:7]([O:9][CH2:10][CH2:11][O:12][CH2:13][CH2:14][O:15][CH2:16][CH2:17][O:18][CH3:19])[CH:8]=[C:3]([O:2][CH3:1])[CH:4]=3)[CH:26]=2)=[CH:29][CH:30]=1. The catalyst class is: 34.